From a dataset of Reaction yield outcomes from USPTO patents with 853,638 reactions. Predict the reaction yield, written as a fraction of the theoretical maximum amount of product (1.0 means a 100% yield; for example, 0.34 means a 34% yield). (1) The reactants are C([O-])([O-])=O.[Na+].[Na+].CC1(C)C(C)(C)OB([C:15]2[CH:20]=[CH:19][C:18]([NH2:21])=[CH:17][CH:16]=2)O1.[C:23]([O:27][C:28]([N:30]1[CH2:33][CH:32]([CH2:34][NH:35][C:36]2[N:41]=[C:40](Cl)[N:39]=[C:38]([N:43]3[CH2:48][CH2:47][O:46][CH2:45][CH2:44]3)[N:37]=2)[CH2:31]1)=[O:29])([CH3:26])([CH3:25])[CH3:24]. The catalyst is C1C=CC([P]([Pd]([P](C2C=CC=CC=2)(C2C=CC=CC=2)C2C=CC=CC=2)([P](C2C=CC=CC=2)(C2C=CC=CC=2)C2C=CC=CC=2)[P](C2C=CC=CC=2)(C2C=CC=CC=2)C2C=CC=CC=2)(C2C=CC=CC=2)C2C=CC=CC=2)=CC=1.C(COC)OC. The product is [C:23]([O:27][C:28]([N:30]1[CH2:33][CH:32]([CH2:34][NH:35][C:36]2[N:41]=[C:40]([C:15]3[CH:16]=[CH:17][C:18]([NH2:21])=[CH:19][CH:20]=3)[N:39]=[C:38]([N:43]3[CH2:48][CH2:47][O:46][CH2:45][CH2:44]3)[N:37]=2)[CH2:31]1)=[O:29])([CH3:26])([CH3:24])[CH3:25]. The yield is 0.530. (2) The yield is 0.870. The catalyst is C(O)(C)C.O. The product is [CH2:1]([N:3]1[CH2:8][CH2:7][N:6]([CH:9]2[CH2:14][CH2:13][NH:12][CH2:11][CH2:10]2)[CH2:5][CH2:4]1)[CH3:2]. The reactants are [CH2:1]([N:3]1[CH2:8][CH2:7][N:6]([CH:9]2[CH2:14][CH2:13][N:12](C(OC(C)(C)C)=O)[CH2:11][CH2:10]2)[CH2:5][CH2:4]1)[CH3:2].CO.ClCCl.Cl.